The task is: Predict which catalyst facilitates the given reaction.. This data is from Catalyst prediction with 721,799 reactions and 888 catalyst types from USPTO. (1) Reactant: [F:1][C:2]([F:16])([F:15])[C:3]1[C:4]2[CH2:14][CH2:13][CH2:12][C:5]=2[N:6]([CH2:8][C:9]([OH:11])=O)[N:7]=1.[CH3:17][C:18]1[CH:23]=[C:22]([CH3:24])[N:21]2[N:25]=[CH:26][C:27]([C:28]([NH:30][NH2:31])=O)=[C:20]2[N:19]=1.[Cl-].ClC1N(C)C=C[N+]=1C.C(N(CC)CC)C. Product: [CH3:17][C:18]1[CH:23]=[C:22]([CH3:24])[N:21]2[N:25]=[CH:26][C:27]([C:28]3[O:11][C:9]([CH2:8][N:6]4[C:5]5[CH2:12][CH2:13][CH2:14][C:4]=5[C:3]([C:2]([F:1])([F:16])[F:15])=[N:7]4)=[N:31][N:30]=3)=[C:20]2[N:19]=1. The catalyst class is: 115. (2) Reactant: [CH:1]1[C:13]2[NH:12][C:11]3[C:6](=[CH:7][CH:8]=[CH:9][CH:10]=3)[C:5]=2[CH:4]=[CH:3][CH:2]=1.I[C:15]1[C:20]2[S:21][C:22]3[CH:27]=[CH:26][CH:25]=[CH:24][C:23]=3[C:19]=2[CH:18]=[CH:17][CH:16]=1.C1(P(C2CCCCC2)C2C=CC=CC=2C2C(OC)=CC=CC=2OC)CCCCC1.CC(C)([O-])C.[Na+]. Product: [CH:18]1[C:19]2[C:23]3[CH:24]=[CH:25][CH:26]=[CH:27][C:22]=3[S:21][C:20]=2[C:15]([N:12]2[C:11]3[CH:10]=[CH:9][CH:8]=[CH:7][C:6]=3[C:5]3[C:13]2=[CH:1][CH:2]=[CH:3][CH:4]=3)=[CH:16][CH:17]=1. The catalyst class is: 113. (3) Reactant: [CH3:1][C:2]1[C:10]([OH:11])=[CH:9][CH:8]=[C:7]2[C:3]=1[CH:4]=[N:5][NH:6]2.[OH:12][CH:13]1[CH2:18][CH2:17][CH2:16][N:15]([C:19]([O:21][C:22]([CH3:25])([CH3:24])[CH3:23])=[O:20])[CH2:14]1. Product: [CH3:1][C:2]1[C:10]([O:11][CH:17]2[CH2:18][CH2:13][CH2:14][N:15]([C:19]([O:21][C:22]([CH3:25])([CH3:24])[CH3:23])=[O:20])[CH2:16]2)=[CH:9][CH:8]=[C:7]2[C:3]=1[CH:4]=[N:5][NH:6]2.[OH:12][CH:13]1[CH2:18][CH2:17][CH2:16][N:15]([C:19]([O:21][C:22]([CH3:25])([CH3:24])[CH3:23])=[O:20])[CH2:14]1. The catalyst class is: 7. (4) Reactant: [CH3:1][C:2]1[CH:7]=[CH:6][C:5]([C:8]2[C:9]([C:14]([OH:16])=O)=[CH:10][CH:11]=[CH:12][CH:13]=2)=[CH:4][CH:3]=1.C1C=CC2N(O)N=NC=2C=1.CCN=C=NCCCN(C)C.Cl.[N:39]1[CH:44]=[CH:43][CH:42]=[CH:41][C:40]=1[CH2:45][C:46]1[CH:51]=[CH:50][C:49]([NH2:52])=[CH:48][CH:47]=1. Product: [CH3:1][C:2]1[CH:3]=[CH:4][C:5]([C:8]2[C:9]([C:14]([NH:52][C:49]3[CH:48]=[CH:47][C:46]([CH2:45][C:40]4[CH:41]=[CH:42][CH:43]=[CH:44][N:39]=4)=[CH:51][CH:50]=3)=[O:16])=[CH:10][CH:11]=[CH:12][CH:13]=2)=[CH:6][CH:7]=1. The catalyst class is: 255. (5) Reactant: [NH2:1][C:2]1[N:7]=[C:6](Cl)[CH:5]=[C:4](Cl)[N:3]=1.[CH2:10]([NH2:16])[CH2:11][CH2:12][CH2:13][CH2:14][CH3:15].C([OH:19])C. Product: [NH2:1][C:2]1[N+:7]([O-:19])=[C:6]([NH:16][CH2:10][CH2:11][CH2:12][CH2:13][CH2:14][CH3:15])[CH:5]=[CH:4][N:3]=1. The catalyst class is: 6. (6) Reactant: C1C=CC(P(C2C=CC=CC=2)C2C=CC=CC=2)=CC=1.N1C=CN=C1.[I:25]I.[CH2:27]([O:34][C:35]1[C:40]([F:41])=[CH:39][C:38]([F:42])=[CH:37][C:36]=1[CH2:43][CH2:44]O)[C:28]1[CH:33]=[CH:32][CH:31]=[CH:30][CH:29]=1. Product: [CH2:27]([O:34][C:35]1[C:36]([CH2:43][CH2:44][I:25])=[CH:37][C:38]([F:42])=[CH:39][C:40]=1[F:41])[C:28]1[CH:33]=[CH:32][CH:31]=[CH:30][CH:29]=1. The catalyst class is: 2. (7) The catalyst class is: 1. Reactant: [CH:1]1([C:4]2[N:9]=[N:8][CH:7]=[C:6]([C:10]([O:12]C)=[O:11])[CH:5]=2)[CH2:3][CH2:2]1.[OH-].[Li+]. Product: [CH:1]1([C:4]2[N:9]=[N:8][CH:7]=[C:6]([C:10]([OH:12])=[O:11])[CH:5]=2)[CH2:2][CH2:3]1.